This data is from Forward reaction prediction with 1.9M reactions from USPTO patents (1976-2016). The task is: Predict the product of the given reaction. Given the reactants [CH2:1]([O:8][C:9]([N:11]1[C:20]2[C:15](=[CH:16][CH:17]=[CH:18][CH:19]=2)[C:14](=O)[CH2:13][CH:12]1[CH3:22])=[O:10])[C:2]1[CH:7]=[CH:6][CH:5]=[CH:4][CH:3]=1.C(N(CC)CC)C.[CH2:30]([NH2:37])[C:31]1[CH:36]=[CH:35][CH:34]=[CH:33][CH:32]=1, predict the reaction product. The product is: [CH2:1]([O:8][C:9]([N:11]1[C:20]2[C:15](=[CH:16][CH:17]=[CH:18][CH:19]=2)[C:14](=[N:37][CH2:30][C:31]2[CH:36]=[CH:35][CH:34]=[CH:33][CH:32]=2)[CH2:13][CH:12]1[CH3:22])=[O:10])[C:2]1[CH:7]=[CH:6][CH:5]=[CH:4][CH:3]=1.